Dataset: Full USPTO retrosynthesis dataset with 1.9M reactions from patents (1976-2016). Task: Predict the reactants needed to synthesize the given product. (1) Given the product [OH:8][C:9]1[C:18]2[C:13](=[C:14]([OH:23])[C:15]([CH2:19][C:20]([OH:22])=[O:21])=[CH:16][CH:17]=2)[CH:12]=[CH:11][C:10]=1[CH2:31][C:32]([OH:34])=[O:33], predict the reactants needed to synthesize it. The reactants are: C([O:8][C:9]1[C:18]2[C:13](=[C:14]([O:23]CC3C=CC=CC=3)[C:15]([CH2:19][C:20]([OH:22])=[O:21])=[CH:16][CH:17]=2)[CH:12]=[CH:11][C:10]=1[CH2:31][C:32]([OH:34])=[O:33])C1C=CC=CC=1. (2) Given the product [CH3:1][N:2]1[CH2:7][CH2:6][N:5]([C:8]([O:10][C@@H:11]2[N:20]([C:21]3[CH:22]=[CH:23][C:24]([Cl:27])=[CH:25][N:26]=3)[C:18](=[O:19])[C:13]3[N:14]=[CH:15][CH:16]=[N:17][C:12]2=3)=[O:9])[CH2:4][CH2:3]1.[C:33]([O-:40])(=[O:39])/[CH:34]=[CH:35]/[C:36]([O-:38])=[O:37], predict the reactants needed to synthesize it. The reactants are: [CH3:1][N:2]1[CH2:7][CH2:6][N:5]([C:8]([O:10][C@@H:11]2[N:20]([C:21]3[CH:22]=[CH:23][C:24]([Cl:27])=[CH:25][N:26]=3)[C:18](=[O:19])[C:13]3[N:14]=[CH:15][CH:16]=[N:17][C:12]2=3)=[O:9])[CH2:4][CH2:3]1.O1CCCC1.[C:33]([OH:40])(=[O:39])/[CH:34]=[CH:35]/[C:36]([OH:38])=[O:37].CN1CCN(C(OC2N(C3C=CC(Cl)=CN=3)C(=O)C3N=CC=NC2=3)=O)CC1. (3) The reactants are: Cl.[CH3:2][N:3]1[N:7]=[C:6]([NH2:8])[CH:5]=[N:4]1.C[O:10][C:11]([C:13]1[CH:23]=[C:22]([O:24][C:25]2[CH:30]=[CH:29][C:28]([C:31]#[N:32])=[CH:27][CH:26]=2)[C:16]2[CH2:17][C:18]([CH3:21])([CH3:20])[O:19][C:15]=2[CH:14]=1)=O. Given the product [CH3:2][N:3]1[N:7]=[C:6]([NH:8][C:11]([C:13]2[CH:23]=[C:22]([O:24][C:25]3[CH:26]=[CH:27][C:28]([C:31]#[N:32])=[CH:29][CH:30]=3)[C:16]3[CH2:17][C:18]([CH3:21])([CH3:20])[O:19][C:15]=3[CH:14]=2)=[O:10])[CH:5]=[N:4]1, predict the reactants needed to synthesize it. (4) Given the product [NH2:23][C:17]1[CH:18]=[CH:19][C:20]([NH:22][C:3]2[NH:8][C:7](=[O:9])[CH:6]=[C:5]([CH2:10][CH2:11][CH3:12])[N:4]=2)=[CH:21][C:16]=1[N+:13]([O-:15])=[O:14], predict the reactants needed to synthesize it. The reactants are: CS[C:3]1[NH:8][C:7](=[O:9])[CH:6]=[C:5]([CH2:10][CH2:11][CH3:12])[N:4]=1.[N+:13]([C:16]1[CH:21]=[C:20]([NH2:22])[CH:19]=[CH:18][C:17]=1[NH2:23])([O-:15])=[O:14]. (5) Given the product [NH:13]1[CH2:12][CH2:11][CH:10]([C:6]2[CH:5]=[C:4]3[C:9](=[CH:8][CH:7]=2)[NH:1][N:2]=[CH:3]3)[CH2:15][CH2:14]1, predict the reactants needed to synthesize it. The reactants are: [NH:1]1[C:9]2[C:4](=[CH:5][C:6]([CH:10]3[CH2:15][CH2:14][N:13](C(OC(C)(C)C)=O)[CH2:12][CH2:11]3)=[CH:7][CH:8]=2)[CH:3]=[N:2]1.C(=O)(O)[O-].[Na+]. (6) Given the product [C:1]([O:5][C:6](=[O:40])[N:7]([CH2:9][CH2:10][O:11][CH2:12][C@@H:13]1[C@H:17]([CH2:18][CH2:19][OH:20])[O:16][C:15]([CH3:39])([CH3:38])[O:14]1)[CH3:8])([CH3:2])([CH3:4])[CH3:3], predict the reactants needed to synthesize it. The reactants are: [C:1]([O:5][C:6](=[O:40])[N:7]([CH2:9][CH2:10][O:11][CH2:12][C@@H:13]1[C@H:17]([CH2:18][CH2:19][O:20][Si](C(C)(C)C)(C2C=CC=CC=2)C2C=CC=CC=2)[O:16][C:15]([CH3:39])([CH3:38])[O:14]1)[CH3:8])([CH3:4])([CH3:3])[CH3:2].CCCC[N+](CCCC)(CCCC)CCCC.[F-].[Cl-].[NH4+].